From a dataset of Catalyst prediction with 721,799 reactions and 888 catalyst types from USPTO. Predict which catalyst facilitates the given reaction. (1) Reactant: Br[C:2]1[S:3][C:4]([Br:7])=[CH:5][N:6]=1.[NH:8]1[CH2:13][CH2:12][CH:11]([C:14]([O:16][CH2:17][CH3:18])=[O:15])[CH2:10][CH2:9]1. Product: [Br:7][C:4]1[S:3][C:2]([N:8]2[CH2:13][CH2:12][CH:11]([C:14]([O:16][CH2:17][CH3:18])=[O:15])[CH2:10][CH2:9]2)=[N:6][CH:5]=1. The catalyst class is: 40. (2) Reactant: [F:1][C:2]1[CH:24]=[CH:23][C:5]([O:6][CH2:7][C:8]2[N:9]=[C:10]3[S:17][C:16]([CH3:18])=[C:15]([C:19]([O:21]C)=O)[N:11]3[C:12](=[O:14])[CH:13]=2)=[CH:4][CH:3]=1.[CH2:25]([Mg]Br)[CH3:26]. Product: [F:1][C:2]1[CH:24]=[CH:23][C:5]([O:6][CH2:7][C:8]2[N:9]=[C:10]3[S:17][C:16]([CH3:18])=[C:15]([C:19](=[O:21])[CH2:25][CH3:26])[N:11]3[C:12](=[O:14])[CH:13]=2)=[CH:4][CH:3]=1. The catalyst class is: 7. (3) Product: [NH2:1][C:2]1[N:7]=[CH:6][N:5]=[C:4]2[N:8]([C@@H:26]3[CH2:31][CH2:30][CH2:29][N:28]([C:32]([C:33](=[CH:40][CH:37]4[CH2:39][CH2:38]4)[C:34]#[N:35])=[O:36])[CH2:27]3)[N:9]=[C:10]([C:11]3[CH:16]=[CH:15][C:14]([O:17][C:18]4[CH:19]=[C:20]([F:25])[CH:21]=[C:22]([F:24])[CH:23]=4)=[CH:13][CH:12]=3)[C:3]=12. Reactant: [NH2:1][C:2]1[N:7]=[CH:6][N:5]=[C:4]2[N:8]([C@@H:26]3[CH2:31][CH2:30][CH2:29][N:28]([C:32](=[O:36])[CH2:33][C:34]#[N:35])[CH2:27]3)[N:9]=[C:10]([C:11]3[CH:16]=[CH:15][C:14]([O:17][C:18]4[CH:23]=[C:22]([F:24])[CH:21]=[C:20]([F:25])[CH:19]=4)=[CH:13][CH:12]=3)[C:3]=12.[CH:37]1([CH:40]=O)[CH2:39][CH2:38]1.N1CCCCC1.ClCCl. The catalyst class is: 5. (4) The catalyst class is: 93. Reactant: [CH2:1]([NH:8][CH2:9][C:10]1[CH:15]=[CH:14][CH:13]=[CH:12][C:11]=1[OH:16])[C:2]1[CH:7]=[CH:6][CH:5]=[CH:4][CH:3]=1.Cl[CH2:18][C:19](Cl)=[O:20].CN(C)C=O.[H-].[Na+]. Product: [CH2:1]([N:8]1[CH2:9][C:10]2[CH:15]=[CH:14][CH:13]=[CH:12][C:11]=2[O:16][CH2:18][C:19]1=[O:20])[C:2]1[CH:3]=[CH:4][CH:5]=[CH:6][CH:7]=1. (5) Reactant: [CH:1](=[O:10])[C:2]1[CH:7]=[CH:6][CH:5]=[C:4](OC)[CH:3]=1.[C:11]1([CH2:17][C:18]([OH:20])=O)[CH:16]=[CH:15][CH:14]=[CH:13][CH:12]=1.[CH2:21](N(CC)CC)C.[OH2:28]. Product: [C:11]1([C:17]2[C:18]([O:20][CH3:21])=[CH:7][CH:6]=[CH:5][C:4]=2[CH:3]=[CH:2][C:1]([OH:10])=[O:28])[CH:12]=[CH:13][CH:14]=[CH:15][CH:16]=1. The catalyst class is: 152. (6) Reactant: CO[CH:3](OC)[CH2:4]C(OC)OC.C(O[C:17]([NH:19][NH:20][CH:21]1[CH2:25][CH2:24][CH2:23][CH2:22]1)=O)(C)(C)C.Cl. Product: [CH:21]1([N:20]2[CH:4]=[CH:3][CH:17]=[N:19]2)[CH2:22][CH2:23][CH2:24][CH2:25]1. The catalyst class is: 6.